This data is from Forward reaction prediction with 1.9M reactions from USPTO patents (1976-2016). The task is: Predict the product of the given reaction. (1) The product is: [C:1]([O:5][C:6]([N:8]1[CH2:13][CH2:12][C:11]2[N:14]=[C:15]([C:23]([O-:25])=[O:24])[S:16][C:10]=2[CH2:9]1)=[O:7])([CH3:4])([CH3:3])[CH3:2].[Li+:18]. Given the reactants [C:1]([O:5][C:6]([N:8]1[CH2:13][CH2:12][C:11]2[N:14]=[C:15](Br)[S:16][C:10]=2[CH2:9]1)=[O:7])([CH3:4])([CH3:3])[CH3:2].[Li:18]CCCC.[C:23](=[O:25])=[O:24], predict the reaction product. (2) Given the reactants [F:1][C:2]1([F:35])[CH2:6][CH2:5][N:4]([C:7]2[CH:12]=[C:11]([CH:13]3[CH2:16][N:15](C(OC(C)(C)C)=O)[CH2:14]3)[CH:10]=[C:9]([NH:24][C:25]3[CH:30]=[C:29]([C:31]([F:34])([F:33])[F:32])[CH:28]=[CH:27][N:26]=3)[N:8]=2)[CH2:3]1.O1CCOCC1.Cl.C([O-])(O)=O.[Na+], predict the reaction product. The product is: [NH:15]1[CH2:14][CH:13]([C:11]2[CH:12]=[C:7]([N:4]3[CH2:5][CH2:6][C:2]([F:35])([F:1])[CH2:3]3)[N:8]=[C:9]([NH:24][C:25]3[CH:30]=[C:29]([C:31]([F:34])([F:32])[F:33])[CH:28]=[CH:27][N:26]=3)[CH:10]=2)[CH2:16]1. (3) Given the reactants [OH:1][C:2]1[CH:13]=[CH:12][C:5]2[N:6]=[C:7]([C:9]([OH:11])=O)[O:8][C:4]=2[CH:3]=1.C(N(CC)CC)C.O.ON1C2C=CC=CC=2N=N1.Cl.CN(C)CCCN=C=NCC.[NH2:44][CH:45]1[CH2:50][CH2:49][N:48]([C:51]([O:53][C:54]([CH3:57])([CH3:56])[CH3:55])=[O:52])[CH2:47][CH2:46]1, predict the reaction product. The product is: [OH:1][C:2]1[CH:13]=[CH:12][C:5]2[N:6]=[C:7]([C:9]([NH:44][CH:45]3[CH2:46][CH2:47][N:48]([C:51]([O:53][C:54]([CH3:57])([CH3:56])[CH3:55])=[O:52])[CH2:49][CH2:50]3)=[O:11])[O:8][C:4]=2[CH:3]=1. (4) Given the reactants [Br:1][C:2]1[CH:3]=[C:4]([N+:12]([O-:14])=[O:13])[C:5](C)=[C:6]([CH:10]=1)[C:7]([OH:9])=[O:8].IC.[C:17](=O)([O-])[O-].[Na+].[Na+], predict the reaction product. The product is: [Br:1][C:2]1[CH:10]=[C:6]([CH:5]=[C:4]([N+:12]([O-:14])=[O:13])[CH:3]=1)[C:7]([O:9][CH3:17])=[O:8]. (5) Given the reactants [CH3:1][NH:2][CH3:3].Br[CH2:5][CH2:6][CH2:7][CH2:8][O:9][C:10]1[C:11]([O:30][CH3:31])=[CH:12][CH:13]=[C:14]2[C:19]=1[NH:18][C:17](=[O:20])[CH:16]=[C:15]2NC1C(Cl)=CN=CC=1Cl.C([O-])([O-])=O.[K+].[K+], predict the reaction product. The product is: [CH3:1][N:2]([CH3:3])[CH2:5][CH2:6][CH2:7][CH2:8][O:9][C:10]1[C:11]([O:30][CH3:31])=[CH:12][CH:13]=[C:14]2[C:19]=1[NH:18][C:17](=[O:20])[CH:16]=[CH:15]2. (6) Given the reactants C(N(CC)CC)C.S(Cl)(C)(=O)=O.[Cl:13][C:14]1[CH:38]=[CH:37][CH:36]=[C:35]([Cl:39])[C:15]=1[C:16]([NH:18][C@H:19]([C:31]([O:33][CH3:34])=[O:32])[CH2:20][C:21]1[CH:26]=[CH:25][C:24]([C:27]#[C:28][CH2:29]O)=[CH:23][CH:22]=1)=[O:17].[N:40]1[CH:45]=[CH:44][CH:43]=[CH:42][C:41]=1[NH:46][C:47](=[O:53])[O:48][C:49]([CH3:52])([CH3:51])[CH3:50].[H-].[Na+], predict the reaction product. The product is: [C:49]([O:48][C:47]([N:46]([C:41]1[CH:42]=[CH:43][CH:44]=[CH:45][N:40]=1)[CH2:29][C:28]#[C:27][C:24]1[CH:23]=[CH:22][C:21]([CH2:20][C@@H:19]([C:31]([O:33][CH3:34])=[O:32])[NH:18][C:16](=[O:17])[C:15]2[C:35]([Cl:39])=[CH:36][CH:37]=[CH:38][C:14]=2[Cl:13])=[CH:26][CH:25]=1)=[O:53])([CH3:50])([CH3:52])[CH3:51]. (7) Given the reactants [NH2:1][C:2]1[S:3][C:4]2[C:10]([C:11]([O:13][CH3:14])=[O:12])=[C:9]([O:15][C:16]3[CH:21]=[CH:20][C:19]([F:22])=[C:18]([NH:23][C:24](=[O:36])[CH2:25][C:26]4[CH:31]=[CH:30][CH:29]=[C:28]([C:32]([F:35])([F:34])[F:33])[CH:27]=4)[CH:17]=3)[CH:8]=[CH:7][C:5]=2[N:6]=1.N1C=CC=CC=1.[CH:43]1([C:46](Cl)=[O:47])[CH2:45][CH2:44]1, predict the reaction product. The product is: [CH:43]1([C:46]([NH:1][C:2]2[S:3][C:4]3[C:10]([C:11]([O:13][CH3:14])=[O:12])=[C:9]([O:15][C:16]4[CH:21]=[CH:20][C:19]([F:22])=[C:18]([NH:23][C:24](=[O:36])[CH2:25][C:26]5[CH:31]=[CH:30][CH:29]=[C:28]([C:32]([F:34])([F:35])[F:33])[CH:27]=5)[CH:17]=4)[CH:8]=[CH:7][C:5]=3[N:6]=2)=[O:47])[CH2:45][CH2:44]1. (8) Given the reactants [OH:1][C:2]1[CH:3]=[C:4]([CH:8]=[C:9]([CH3:11])[N:10]=1)[C:5]([OH:7])=[O:6].OS(O)(=O)=O.[CH2:17](O)[CH3:18], predict the reaction product. The product is: [OH:1][C:2]1[CH:3]=[C:4]([CH:8]=[C:9]([CH3:11])[N:10]=1)[C:5]([O:7][CH2:17][CH3:18])=[O:6]. (9) The product is: [CH2:1]([C:3]1[CH:4]=[CH:5][C:6]([CH2:7][C:8]2[CH:13]=[C:12]([C@@H:14]3[CH2:19][C@H:18]([CH2:20][OH:21])[C@@H:17]([OH:29])[C@H:16]([OH:37])[C@H:15]3[OH:45])[CH:11]=[CH:10][C:9]=2[O:53][CH3:54])=[CH:55][CH:56]=1)[CH3:2]. Given the reactants [CH2:1]([C:3]1[CH:56]=[CH:55][C:6]([CH2:7][C:8]2[CH:13]=[C:12]([C@@H:14]3[CH2:19][C@H:18]([CH2:20][O:21]CC4C=CC=CC=4)[C@@H:17]([O:29]CC4C=CC=CC=4)[C@H:16]([O:37]CC4C=CC=CC=4)[C@H:15]3[O:45]CC3C=CC=CC=3)[CH:11]=[CH:10][C:9]=2[O:53][CH3:54])=[CH:5][CH:4]=1)[CH3:2], predict the reaction product.